Dataset: Full USPTO retrosynthesis dataset with 1.9M reactions from patents (1976-2016). Task: Predict the reactants needed to synthesize the given product. (1) Given the product [F:1][C:2]1[CH:11]=[CH:10][C:9]2[N:8]=[CH:7][C:6](=[O:12])[N:5]3[CH2:30][CH:14]([CH2:15][N:16]4[CH2:21][CH2:20][CH:19]([NH:22][C:23](=[O:29])[O:24][C:25]([CH3:27])([CH3:26])[CH3:28])[CH2:18][CH2:17]4)[C:3]=1[C:4]=23, predict the reactants needed to synthesize it. The reactants are: [F:1][C:2]1[C:3]([CH:14]([CH2:30]O)[CH2:15][N:16]2[CH2:21][CH2:20][CH:19]([NH:22][C:23](=[O:29])[O:24][C:25]([CH3:28])([CH3:27])[CH3:26])[CH2:18][CH2:17]2)=[C:4]2[C:9](=[CH:10][CH:11]=1)[N:8]=[CH:7][C:6]([O:12]C)=[N:5]2.CS(OS(C)(=O)=O)(=O)=O.C(N(CC)C(C)C)(C)C. (2) Given the product [CH3:16][Si:17]([CH3:19])([CH3:18])[CH2:20][CH2:21][O:22][CH2:23][N:1]1[C:5]2=[N:6][CH:7]=[CH:8][CH:9]=[C:4]2[CH:3]=[C:2]1[C:10]([O:12][CH3:13])=[O:11], predict the reactants needed to synthesize it. The reactants are: [NH:1]1[C:5]2=[N:6][CH:7]=[CH:8][CH:9]=[C:4]2[CH:3]=[C:2]1[C:10]([O:12][CH3:13])=[O:11].[H-].[Na+].[CH3:16][Si:17]([CH2:20][CH2:21][O:22][CH2:23]Cl)([CH3:19])[CH3:18].O. (3) Given the product [Br:1][C:2]1[CH:3]=[CH:4][C:5]2[N:6]([C:8]([C:12](=[S:22])[NH2:13])=[C:9]([CH3:11])[N:10]=2)[CH:7]=1, predict the reactants needed to synthesize it. The reactants are: [Br:1][C:2]1[CH:3]=[CH:4][C:5]2[N:6]([C:8]([C:12]#[N:13])=[C:9]([CH3:11])[N:10]=2)[CH:7]=1.Cl.CCOC(C)=O.P(S)(OCC)(OCC)=[S:22]. (4) Given the product [CH2:23]([O:24][C:25](=[O:26])[CH:19]([CH:41]([C:11]1[C:4]2[C:5](=[N:6][CH:7]=[CH:8][C:3]=2[O:2][CH3:1])[NH:9][CH:10]=1)[C:35]1[CH:40]=[CH:39][CH:38]=[CH:37][CH:36]=1)[C:20]([O:22][CH2:12][CH3:13])=[O:21])[CH3:27], predict the reactants needed to synthesize it. The reactants are: [CH3:1][O:2][C:3]1[CH:8]=[CH:7][N:6]=[C:5]2[NH:9][CH:10]=[CH:11][C:4]=12.[CH:12]([Mg]Cl)(C)[CH3:13].CC[C:19]1(CC)[C:25](=[O:26])[O:24][CH:23]([C:27]2C=CC=CC=2)[O:22][C:20]1=[O:21].[C:35]1([CH3:41])[CH:40]=[CH:39][CH:38]=[CH:37][CH:36]=1. (5) Given the product [Br:3][CH:15]([C:7]1[C:6]([Cl:5])=[CH:14][C:10]2[O:11][CH2:12][O:13][C:9]=2[CH:8]=1)[C:16]([O:18][CH3:19])=[O:17], predict the reactants needed to synthesize it. The reactants are: S(Br)([Br:3])=O.[Cl:5][C:6]1[C:7]([CH:15](O)[C:16]([O:18][CH3:19])=[O:17])=[CH:8][C:9]2[O:13][CH2:12][O:11][C:10]=2[CH:14]=1. (6) Given the product [Cl:1][C:2]1[CH:7]=[CH:6][C:5]([Cl:8])=[CH:4][C:3]=1[C:9]1[N:13]([CH2:16][C:17]2[CH:18]=[N:19][CH:20]=[CH:21][CH:22]=2)[N:12]=[N:11][N:10]=1, predict the reactants needed to synthesize it. The reactants are: [Cl:1][C:2]1[CH:7]=[CH:6][C:5]([Cl:8])=[CH:4][C:3]=1[C:9]1[NH:13][N:12]=[N:11][N:10]=1.Br.Br[CH2:16][C:17]1[CH:18]=[N:19][CH:20]=[CH:21][CH:22]=1.Cl.ClCC1C(C)=NC=CC=1. (7) Given the product [O:3]1[C:7]2([CH2:12][CH2:11][C:10](=[CH:13][C:14]3[CH:15]=[CH:16][C:17]([C:18]([OH:20])=[O:19])=[CH:23][CH:24]=3)[CH2:9][CH2:8]2)[O:6][CH2:5][CH2:4]1, predict the reactants needed to synthesize it. The reactants are: [OH-].[Na+].[O:3]1[C:7]2([CH2:12][CH2:11][C:10](=[CH:13][C:14]3[CH:24]=[CH:23][C:17]([C:18]([O:20]CC)=[O:19])=[CH:16][CH:15]=3)[CH2:9][CH2:8]2)[O:6][CH2:5][CH2:4]1.Cl. (8) Given the product [CH2:1]([O:8][C:9](=[O:10])/[CH:11]=[CH:20]/[C:22]1[CH:23]=[C:24]([CH:32]=[CH:33][CH:34]=1)[C:25]([O:27][C:28]([CH3:31])([CH3:29])[CH3:30])=[O:26])[C:2]1[CH:3]=[CH:4][CH:5]=[CH:6][CH:7]=1, predict the reactants needed to synthesize it. The reactants are: [CH2:1]([O:8][C:9]([CH2:11]P(=O)(OC)OC)=[O:10])[C:2]1[CH:7]=[CH:6][CH:5]=[CH:4][CH:3]=1.[H-].[Na+].[CH:20]([C:22]1[CH:23]=[C:24]([CH:32]=[CH:33][CH:34]=1)[C:25]([O:27][C:28]([CH3:31])([CH3:30])[CH3:29])=[O:26])=O.O.